From a dataset of Forward reaction prediction with 1.9M reactions from USPTO patents (1976-2016). Predict the product of the given reaction. (1) Given the reactants [CH2:1]([O:3][C:4]([C@H:6]1[C@H:10]([C:11]2[CH:16]=[CH:15][CH:14]=[CH:13][CH:12]=2)[CH2:9][N:8](CC2C=CC=CC=2)[CH2:7]1)=[O:5])[CH3:2].[ClH:24], predict the reaction product. The product is: [ClH:24].[CH2:1]([O:3][C:4]([C@H:6]1[C@H:10]([C:11]2[CH:16]=[CH:15][CH:14]=[CH:13][CH:12]=2)[CH2:9][NH:8][CH2:7]1)=[O:5])[CH3:2]. (2) Given the reactants Br[C:2]([F:9])([F:8])[C:3]([O:5][CH2:6][CH3:7])=[O:4].I[C:11]1[CH:21]=[CH:20][C:14]([C:15]([O:17][CH2:18][CH3:19])=[O:16])=[CH:13][CH:12]=1.[Cl-].[NH4+], predict the reaction product. The product is: [CH2:6]([O:5][C:3](=[O:4])[C:2]([C:11]1[CH:21]=[CH:20][C:14]([C:15]([O:17][CH2:18][CH3:19])=[O:16])=[CH:13][CH:12]=1)([F:9])[F:8])[CH3:7]. (3) Given the reactants [C:1]([C:3]1([C:6]2[CH:15]=[CH:14][CH:13]=[CH:12][C:7]=2[C:8]([O:10]C)=[O:9])[CH2:5][CH2:4]1)#[N:2].[OH-].[Li+], predict the reaction product. The product is: [C:1]([C:3]1([C:6]2[CH:15]=[CH:14][CH:13]=[CH:12][C:7]=2[C:8]([OH:10])=[O:9])[CH2:4][CH2:5]1)#[N:2]. (4) Given the reactants [C:1]([CH:4]([C:12](=O)[CH3:13])[CH:5]([C:9](=O)[CH3:10])[C:6](=O)[CH3:7])(=O)[CH3:2].[NH2:15][C:16]1[CH:21]=[CH:20][C:19]([O:22][CH2:23][CH3:24])=[CH:18][C:17]=1[CH2:25][OH:26].CC(O)=O.[NH2:31][NH2:32], predict the reaction product. The product is: [CH2:23]([O:22][C:19]1[CH:20]=[CH:21][C:16]([N:15]2[C:1]([CH3:2])=[C:4]3[C:5]([C:9]([CH3:10])=[N:31][N:32]=[C:12]3[CH3:13])=[C:6]2[CH3:7])=[C:17]([CH2:25][OH:26])[CH:18]=1)[CH3:24]. (5) Given the reactants Cl.Cl.[CH2:3]([N:5]([CH:20]([CH3:22])[CH3:21])[C:6]([CH:8]1[CH2:13][CH2:12][CH2:11][N:10]([CH:14]2[CH2:19][CH2:18][NH:17][CH2:16][CH2:15]2)[CH2:9]1)=[O:7])[CH3:4].[NH2:23][C:24]1[S:25][C:26]2[C:35]([O:36][CH3:37])=[CH:34][CH:33]=[CH:32][C:27]=2[C:28]=1[C:29](O)=[O:30], predict the reaction product. The product is: [NH2:23][C:24]1[S:25][C:26]2[C:35]([O:36][CH3:37])=[CH:34][CH:33]=[CH:32][C:27]=2[C:28]=1[C:29]([N:17]1[CH2:16][CH2:15][CH:14]([N:10]2[CH2:11][CH2:12][CH2:13][CH:8]([C:6]([N:5]([CH2:3][CH3:4])[CH:20]([CH3:21])[CH3:22])=[O:7])[CH2:9]2)[CH2:19][CH2:18]1)=[O:30]. (6) Given the reactants [CH:1]([OH:3])=[O:2].C(N(CC)CC)C.Cl[CH2:12][C:13]([O:15][CH2:16][CH2:17][C:18]([O:21][C:22](=[O:25])[CH2:23]Cl)([CH3:20])[CH3:19])=[O:14].[C:26]([O:29]CC)(=[O:28])C, predict the reaction product. The product is: [CH:1]([O:3][CH2:12][C:13]([O:15][CH2:16][CH2:17][C:18]([O:21][C:22](=[O:25])[CH2:23][O:29][CH:26]=[O:28])([CH3:20])[CH3:19])=[O:14])=[O:2].